Task: Regression. Given a peptide amino acid sequence and an MHC pseudo amino acid sequence, predict their binding affinity value. This is MHC class I binding data.. Dataset: Peptide-MHC class I binding affinity with 185,985 pairs from IEDB/IMGT (1) The peptide sequence is SVHQFFWFQ. The MHC is HLA-A24:03 with pseudo-sequence HLA-A24:03. The binding affinity (normalized) is 0.0847. (2) The peptide sequence is YYAVVPLVY. The MHC is Mamu-A02 with pseudo-sequence Mamu-A02. The binding affinity (normalized) is 0.227. (3) The peptide sequence is DTGCRIDGY. The MHC is HLA-A02:03 with pseudo-sequence HLA-A02:03. The binding affinity (normalized) is 0.0847. (4) The peptide sequence is ILFQRTFSI. The MHC is HLA-A02:01 with pseudo-sequence HLA-A02:01. The binding affinity (normalized) is 0.470. (5) The peptide sequence is KEEILGTVSW. The MHC is HLA-B40:01 with pseudo-sequence HLA-B40:01. The binding affinity (normalized) is 0.0871. (6) The peptide sequence is EVIEQWHSL. The MHC is HLA-B08:01 with pseudo-sequence HLA-B08:01. The binding affinity (normalized) is 0.0847.